From a dataset of Catalyst prediction with 721,799 reactions and 888 catalyst types from USPTO. Predict which catalyst facilitates the given reaction. Reactant: [N:1]([CH2:4][C@H:5]([CH:29]1[CH2:31][CH2:30]1)[C@H:6]([C@H:15]1[CH2:19][O:18]C(C)(C)[N:16]1[C:22]([O:24][C:25]([CH3:28])([CH3:27])[CH3:26])=[O:23])[O:7][Si:8]([C:11]([CH3:14])([CH3:13])[CH3:12])([CH3:10])[CH3:9])=[N+:2]=[N-:3].C(O)(C(F)(F)F)=O.CCN(C(C)C)C(C)C.C(OC(OC(OC(C)(C)C)=O)=O)(C)(C)C. Product: [N:1]([CH2:4][C@H:5]([CH:29]1[CH2:30][CH2:31]1)[C@@H:6]([O:7][Si:8]([C:11]([CH3:14])([CH3:13])[CH3:12])([CH3:10])[CH3:9])[C@H:15]([NH:16][C:22](=[O:23])[O:24][C:25]([CH3:28])([CH3:26])[CH3:27])[CH2:19][OH:18])=[N+:2]=[N-:3]. The catalyst class is: 5.